This data is from Full USPTO retrosynthesis dataset with 1.9M reactions from patents (1976-2016). The task is: Predict the reactants needed to synthesize the given product. (1) Given the product [CH3:16][NH:17][C@H:3]([C:4]([OH:6])=[O:5])[C:2]([CH3:8])([CH3:1])[C:9]1[CH:14]=[CH:13][CH:12]=[C:11]([CH3:15])[CH:10]=1, predict the reactants needed to synthesize it. The reactants are: [CH3:1][C:2]([C:9]1[CH:14]=[CH:13][CH:12]=[C:11]([CH3:15])[CH:10]=1)([CH3:8])[C:3](=O)[C:4]([OH:6])=[O:5].[CH3:16][NH2:17]. (2) Given the product [Cl:3][C:4]1[CH:5]=[C:6]([S:11]([N:14]2[CH2:19][CH2:18][CH2:17][CH2:16][CH:15]2[CH2:20][C:21]([OH:23])=[O:22])(=[O:12])=[O:13])[CH:7]=[CH:8][C:9]=1[Cl:10], predict the reactants needed to synthesize it. The reactants are: [OH-].[Li+].[Cl:3][C:4]1[CH:5]=[C:6]([S:11]([N:14]2[CH2:19][CH2:18][CH2:17][CH2:16][CH:15]2[CH2:20][C:21]([O:23]C)=[O:22])(=[O:13])=[O:12])[CH:7]=[CH:8][C:9]=1[Cl:10]. (3) Given the product [CH3:14][NH:15][C:3](=[O:2])[C@H:4]([CH2:6][C:7]1[CH:12]=[CH:11][CH:10]=[CH:9][CH:8]=1)[NH2:5], predict the reactants needed to synthesize it. The reactants are: C[O:2][C:3](=O)[C@H:4]([CH2:6][C:7]1[CH:12]=[CH:11][CH:10]=[CH:9][CH:8]=1)[NH2:5].[CH3:14][NH2:15]. (4) Given the product [C:13]([C:2]1[C:3]([F:12])=[C:4]([CH:8]=[CH:9][C:10]=1[F:11])[C:5]([OH:7])=[O:6])#[C:14][CH2:15][CH2:16][CH2:17][CH2:18][CH2:19][CH2:20][CH2:21][CH3:22], predict the reactants needed to synthesize it. The reactants are: Cl[C:2]1[C:3]([F:12])=[C:4]([CH:8]=[CH:9][C:10]=1[F:11])[C:5]([OH:7])=[O:6].[CH:13]#[C:14][CH2:15][CH2:16][CH2:17][CH2:18][CH2:19][CH2:20][CH2:21][CH3:22].C1(P(C2CCCCC2)C2C=CC=CC=2C2C(C(C)C)=CC(S([O-])(=O)=O)=CC=2C(C)C)CCCCC1.[Na+].C([O-])([O-])=O.[Cs+].[Cs+].